Task: Regression. Given two drug SMILES strings and cell line genomic features, predict the synergy score measuring deviation from expected non-interaction effect.. Dataset: NCI-60 drug combinations with 297,098 pairs across 59 cell lines (1) Drug 1: C1CCC(C1)C(CC#N)N2C=C(C=N2)C3=C4C=CNC4=NC=N3. Drug 2: CN1CCC(CC1)COC2=C(C=C3C(=C2)N=CN=C3NC4=C(C=C(C=C4)Br)F)OC. Cell line: SK-MEL-5. Synergy scores: CSS=-17.0, Synergy_ZIP=12.6, Synergy_Bliss=5.44, Synergy_Loewe=-13.3, Synergy_HSA=-13.8. (2) Drug 1: CN1C(=O)N2C=NC(=C2N=N1)C(=O)N. Drug 2: C(CCl)NC(=O)N(CCCl)N=O. Cell line: NCIH23. Synergy scores: CSS=0.652, Synergy_ZIP=1.56, Synergy_Bliss=3.85, Synergy_Loewe=-0.771, Synergy_HSA=0.960. (3) Drug 1: COC1=C(C=C2C(=C1)N=CN=C2NC3=CC(=C(C=C3)F)Cl)OCCCN4CCOCC4. Drug 2: CC1C(C(CC(O1)OC2CC(CC3=C2C(=C4C(=C3O)C(=O)C5=C(C4=O)C(=CC=C5)OC)O)(C(=O)CO)O)N)O.Cl. Cell line: SNB-19. Synergy scores: CSS=43.5, Synergy_ZIP=0.848, Synergy_Bliss=0.942, Synergy_Loewe=-0.655, Synergy_HSA=2.93. (4) Drug 1: C1=CC(=C2C(=C1NCCNCCO)C(=O)C3=C(C=CC(=C3C2=O)O)O)NCCNCCO. Drug 2: C1=CC=C(C(=C1)C(C2=CC=C(C=C2)Cl)C(Cl)Cl)Cl. Cell line: HCT116. Synergy scores: CSS=55.9, Synergy_ZIP=3.47, Synergy_Bliss=3.13, Synergy_Loewe=-10.2, Synergy_HSA=4.95. (5) Drug 1: CC1C(C(CC(O1)OC2CC(CC3=C2C(=C4C(=C3O)C(=O)C5=C(C4=O)C(=CC=C5)OC)O)(C(=O)C)O)N)O.Cl. Drug 2: C1CC(C1)(C(=O)O)C(=O)O.[NH2-].[NH2-].[Pt+2]. Cell line: OVCAR-4. Synergy scores: CSS=16.3, Synergy_ZIP=-8.46, Synergy_Bliss=-1.82, Synergy_Loewe=-3.03, Synergy_HSA=-1.62. (6) Drug 1: C1=NC2=C(N=C(N=C2N1C3C(C(C(O3)CO)O)O)F)N. Drug 2: C(=O)(N)NO. Cell line: UO-31. Synergy scores: CSS=5.74, Synergy_ZIP=-2.11, Synergy_Bliss=2.23, Synergy_Loewe=-2.20, Synergy_HSA=0.824. (7) Drug 1: C1CCC(CC1)NC(=O)N(CCCl)N=O. Drug 2: C1CC(=O)NC(=O)C1N2C(=O)C3=CC=CC=C3C2=O. Cell line: OVCAR3. Synergy scores: CSS=11.8, Synergy_ZIP=4.67, Synergy_Bliss=13.0, Synergy_Loewe=2.32, Synergy_HSA=3.50. (8) Drug 1: C1=NC2=C(N1)C(=S)N=C(N2)N. Drug 2: CN1C2=C(C=C(C=C2)N(CCCl)CCCl)N=C1CCCC(=O)O.Cl. Cell line: SK-MEL-2. Synergy scores: CSS=18.6, Synergy_ZIP=-3.04, Synergy_Bliss=-1.66, Synergy_Loewe=-5.69, Synergy_HSA=-3.97.